This data is from Catalyst prediction with 721,799 reactions and 888 catalyst types from USPTO. The task is: Predict which catalyst facilitates the given reaction. (1) Reactant: C(NC(C)C)(C)C.C([Li])CCC.[C:13]([O:16][CH3:17])(=[O:15])[CH3:14].[C:18]([O:22][C:23]([N:25]1[CH2:30][CH2:29][C:28]2([C:38]3[C:33](=[CH:34][CH:35]=[CH:36][CH:37]=3)[C:32](=[O:39])[CH2:31]2)[CH2:27][CH2:26]1)=[O:24])([CH3:21])([CH3:20])[CH3:19]. Product: [CH3:17][O:16][C:13](=[O:15])[CH2:14][C:32]1([OH:39])[C:33]2[C:38](=[CH:37][CH:36]=[CH:35][CH:34]=2)[C:28]2([CH2:29][CH2:30][N:25]([C:23]([O:22][C:18]([CH3:21])([CH3:20])[CH3:19])=[O:24])[CH2:26][CH2:27]2)[CH2:31]1. The catalyst class is: 1. (2) Reactant: [NH:1]1[CH2:6][CH2:5][CH:4]([C:7]2[C:15]3[C:10](=[CH:11][CH:12]=[CH:13][CH:14]=3)[NH:9][CH:8]=2)[CH2:3][CH2:2]1.[CH3:16][N:17]([CH3:31])[C:18]1([C:25]2[CH:30]=[CH:29][CH:28]=[CH:27][CH:26]=2)[CH2:23][CH2:22][C:21](=O)[CH2:20][CH2:19]1.C(O)(=O)C. Product: [NH:9]1[C:10]2[C:15](=[CH:14][CH:13]=[CH:12][CH:11]=2)[C:7]([CH:4]2[CH2:5][CH2:6][N:1]([CH:21]3[CH2:20][CH2:19][C:18]([N:17]([CH3:31])[CH3:16])([C:25]4[CH:30]=[CH:29][CH:28]=[CH:27][CH:26]=4)[CH2:23][CH2:22]3)[CH2:2][CH2:3]2)=[CH:8]1. The catalyst class is: 26. (3) Reactant: [CH:1]1[CH:2]=[CH:3][C:4]2[NH:11][C:10]([C:12]([OH:14])=[O:13])=[CH:9][C:7](=[O:8])[C:5]=2[CH:6]=1.[CH3:15]O. Product: [OH:8][C:7]1[C:5]2[C:4](=[CH:3][CH:2]=[CH:1][CH:6]=2)[N:11]=[C:10]([C:12]([O:14][CH3:15])=[O:13])[CH:9]=1. The catalyst class is: 82. (4) Reactant: [OH:1][C@H:2]1[C@@H:6]2[CH2:7][N:8]([C:11]([O:13][C:14]([CH3:17])([CH3:16])[CH3:15])=[O:12])[CH2:9][CH2:10][N:5]2[CH2:4][CH2:3]1.Cl[C:19]1[CH:24]=[CH:23][C:22]([Cl:25])=[CH:21][N:20]=1.CC(C)([O-])C.[K+]. Product: [Cl:25][C:22]1[CH:23]=[CH:24][C:19]([O:1][CH:2]2[CH:6]3[CH2:7][N:8]([C:11]([O:13][C:14]([CH3:17])([CH3:16])[CH3:15])=[O:12])[CH2:9][CH2:10][N:5]3[CH2:4][CH2:3]2)=[N:20][CH:21]=1. The catalyst class is: 7. (5) Reactant: [N+:1]([C:4]1[CH:9]=[CH:8][C:7]([C:10]([CH3:13])([CH3:12])[CH3:11])=[CH:6][C:5]=1[O:14][CH3:15])([O-])=O. Product: [C:10]([C:7]1[CH:8]=[CH:9][C:4]([NH2:1])=[C:5]([O:14][CH3:15])[CH:6]=1)([CH3:13])([CH3:11])[CH3:12]. The catalyst class is: 19. (6) Reactant: [OH-].[K+].[C:3]1(=[O:10])[CH2:8][CH2:7][CH2:6][C:5](=[O:9])[CH2:4]1.Cl[CH2:12][C:13](=[O:15])[CH3:14]. Product: [O:15]=[C:13]([CH3:14])[CH2:12][CH:4]1[C:5](=[O:9])[CH2:6][CH2:7][CH2:8][C:3]1=[O:10]. The catalyst class is: 315. (7) Reactant: [I:1]I.[NH:3]1[C:11]2[C:6](=[CH:7][C:8]([C:12]([O:14][CH3:15])=[O:13])=[CH:9][CH:10]=2)[CH:5]=[CH:4]1.C(=O)([O-])[O-].[K+].[K+].S(=O)(O)[O-].[Na+]. Product: [I:1][C:5]1[C:6]2[C:11](=[CH:10][CH:9]=[C:8]([C:12]([O:14][CH3:15])=[O:13])[CH:7]=2)[NH:3][CH:4]=1. The catalyst class is: 18. (8) Reactant: [F:1][C:2]1[CH:8]=[C:7]([C:9]([F:12])([F:11])[F:10])[CH:6]=[C:5]([C:13]#[C:14][Si](C)(C)C)[C:3]=1[NH2:4]. Product: [F:1][C:2]1[CH:8]=[C:7]([C:9]([F:12])([F:11])[F:10])[CH:6]=[C:5]2[C:3]=1[NH:4][CH:14]=[CH:13]2. The catalyst class is: 590. (9) Reactant: C([N:14]1[CH2:17][CH:16]([O:18][CH:19]([C:30]2[CH:35]=[CH:34][C:33]([O:36][CH:37]([F:39])[F:38])=[CH:32][CH:31]=2)[C:20]2[CH:25]=[CH:24][CH:23]=[CH:22][C:21]=2[C:26]([F:29])([F:28])[F:27])[CH2:15]1)(C1C=CC=CC=1)C1C=CC=CC=1.[Cl:40]C(OC(Cl)C)=O. Product: [ClH:40].[F:29][C:26]([F:27])([F:28])[C:21]1[CH:22]=[CH:23][CH:24]=[CH:25][C:20]=1[CH:19]([O:18][CH:16]1[CH2:17][NH:14][CH2:15]1)[C:30]1[CH:35]=[CH:34][C:33]([O:36][CH:37]([F:38])[F:39])=[CH:32][CH:31]=1. The catalyst class is: 2. (10) Reactant: [Cl:1][C:2]1[CH:7]=[CH:6][C:5](B2OC(C)(C)C(C)(C)O2)=[C:4]([F:17])[C:3]=1[F:18].[O-]P([O-])([O-])=O.[K+].[K+].[K+].I[C:28]1[CH:33]=[CH:32][N:31]([CH2:34][CH2:35][C@@:36]([CH3:46])([S:42]([CH3:45])(=[O:44])=[O:43])[C:37]([O:39]CC)=[O:38])[C:30](=[O:47])[CH:29]=1.C(Cl)Cl.[Li+].[OH-].[OH-].[Na+]. Product: [Cl:1][C:2]1[CH:7]=[CH:6][C:5]([C:28]2[CH:33]=[CH:32][N:31]([CH2:34][CH2:35][C@@:36]([CH3:46])([S:42]([CH3:45])(=[O:43])=[O:44])[C:37]([OH:39])=[O:38])[C:30](=[O:47])[CH:29]=2)=[C:4]([F:17])[C:3]=1[F:18]. The catalyst class is: 90.